This data is from Full USPTO retrosynthesis dataset with 1.9M reactions from patents (1976-2016). The task is: Predict the reactants needed to synthesize the given product. Given the product [CH2:1]([O:4][C:5]([C:7]1([C:10]2[CH:15]=[CH:14][C:13]([C:16]3[CH:21]=[CH:20][C:19]([C:22]4[O:26][N:25]=[C:24]([CH3:27])[C:23]=4[C:28]([OH:30])=[O:29])=[CH:18][CH:17]=3)=[CH:12][CH:11]=2)[CH2:8][CH2:9]1)=[O:6])[CH2:3][CH3:34], predict the reactants needed to synthesize it. The reactants are: [CH:1]([O:4][C:5]([C:7]1([C:10]2[CH:15]=[CH:14][C:13]([C:16]3[CH:21]=[CH:20][C:19]([C:22]4[O:26][N:25]=[C:24]([CH3:27])[C:23]=4[C:28]([O:30]C)=[O:29])=[CH:18][CH:17]=3)=[CH:12][CH:11]=2)[CH2:9][CH2:8]1)=[O:6])([CH3:3])C.[OH-].[Na+].[CH2:34]1COCC1.